The task is: Binary Classification. Given a T-cell receptor sequence (or CDR3 region) and an epitope sequence, predict whether binding occurs between them.. This data is from TCR-epitope binding with 47,182 pairs between 192 epitopes and 23,139 TCRs. The epitope is FPRPWLHGL. The TCR CDR3 sequence is CASSFEGANTEAFF. Result: 0 (the TCR does not bind to the epitope).